From a dataset of Forward reaction prediction with 1.9M reactions from USPTO patents (1976-2016). Predict the product of the given reaction. (1) The product is: [F:11][C:5]1[C:6]([C:8]([OH:10])=[O:9])=[N:7][C:2]([C:14]2[CH:15]=[C:16]([O:19][CH3:20])[CH:17]=[CH:18][C:13]=2[F:12])=[CH:3][CH:4]=1. Given the reactants Br[C:2]1[N:7]=[C:6]([C:8]([OH:10])=[O:9])[C:5]([F:11])=[CH:4][CH:3]=1.[F:12][C:13]1[CH:18]=[CH:17][C:16]([O:19][CH3:20])=[CH:15][C:14]=1B(O)O, predict the reaction product. (2) Given the reactants [CH2:1]([O:3][C:4](=[O:14])[CH2:5][C:6]1([C:12]#[N:13])[CH:11]=[CH:10][CH2:9][CH:8]=[CH:7]1)[CH3:2], predict the reaction product. The product is: [CH2:1]([O:3][C:4](=[O:14])[CH2:5][C:6]1([C:12]#[N:13])[CH2:11][CH2:10][CH2:9][CH2:8][CH2:7]1)[CH3:2]. (3) Given the reactants [N:1]1([C:10]2[CH:15]=[CH:14][N:13]=[C:12]([NH:16][CH:17]3[CH2:22][CH2:21][CH2:20][NH:19][CH2:18]3)[N:11]=2)[C:5]2[CH:6]=[CH:7][CH:8]=[CH:9][C:4]=2[N:3]=[N:2]1.[CH3:23][S:24](Cl)(=[O:26])=[O:25], predict the reaction product. The product is: [N:1]1([C:10]2[CH:15]=[CH:14][N:13]=[C:12]([NH:16][CH:17]3[CH2:22][CH2:21][CH2:20][N:19]([S:24]([CH3:23])(=[O:26])=[O:25])[CH2:18]3)[N:11]=2)[C:5]2[CH:6]=[CH:7][CH:8]=[CH:9][C:4]=2[N:3]=[N:2]1. (4) Given the reactants [C:1]([C:3]1[CH:4]=[C:5]2[C:13](=[CH:14][CH:15]=1)[N:12]([CH2:16][C:17]1[CH:22]=[CH:21][CH:20]=[C:19]([F:23])[CH:18]=1)[C:11]1[CH2:10][CH2:9][CH:8]([NH:24][C:25](=[O:29])[CH:26]([CH3:28])[CH3:27])[CH2:7][C:6]2=1)#N.C(O)=[O:31], predict the reaction product. The product is: [F:23][C:19]1[CH:18]=[C:17]([CH:22]=[CH:21][CH:20]=1)[CH2:16][N:12]1[C:11]2[CH2:10][CH2:9][CH:8]([NH:24][C:25](=[O:29])[CH:26]([CH3:27])[CH3:28])[CH2:7][C:6]=2[C:5]2[C:13]1=[CH:14][CH:15]=[C:3]([CH:1]=[O:31])[CH:4]=2. (5) The product is: [Cl:1][C:2]1[N:7]=[C:6]([N:11]([CH3:10])[CH:12]2[CH2:17][CH2:16][N:15]([C:18]3[CH:25]=[CH:24][C:21]([C:22]#[N:23])=[CH:20][N:19]=3)[CH2:14][CH2:13]2)[C:5]([Cl:9])=[CH:4][N:3]=1. Given the reactants [Cl:1][C:2]1[N:7]=[C:6](Cl)[C:5]([Cl:9])=[CH:4][N:3]=1.[CH3:10][NH:11][CH:12]1[CH2:17][CH2:16][N:15]([C:18]2[CH:25]=[CH:24][C:21]([C:22]#[N:23])=[CH:20][N:19]=2)[CH2:14][CH2:13]1.C(N(CC)CC)C, predict the reaction product. (6) Given the reactants C([N:5]1[C:9]2=[N:10][CH:11]=[N:12][C:13]([NH2:14])=[C:8]2[C:7]([C:15]2[CH:16]=[C:17]([CH3:21])[CH:18]=[CH:19][CH:20]=2)=[N:6]1)(C)(C)C, predict the reaction product. The product is: [C:17]1([CH3:21])[CH:18]=[CH:19][CH:20]=[C:15]([C:7]2[C:8]3[C:9](=[N:10][CH:11]=[N:12][C:13]=3[NH2:14])[NH:5][N:6]=2)[CH:16]=1. (7) Given the reactants [F:1][C:2]1[CH:17]=[CH:16][C:5]([C:6]([N:8]2[CH2:13][CH2:12][CH2:11][C@H:10]([C:14]#[N:15])[CH2:9]2)=[O:7])=[CH:4][CH:3]=1.[NH2:18][OH:19], predict the reaction product. The product is: [F:1][C:2]1[CH:17]=[CH:16][C:5]([C:6]([N:8]2[CH2:13][CH2:12][CH2:11][C@H:10]([C:14]([NH:18][OH:19])=[NH:15])[CH2:9]2)=[O:7])=[CH:4][CH:3]=1.